The task is: Predict the reactants needed to synthesize the given product.. This data is from Full USPTO retrosynthesis dataset with 1.9M reactions from patents (1976-2016). Given the product [CH2:1]([O:5][C:6]1[N:14]=[C:13]2[C:9]([N:10]=[CH:11][N:12]2[CH2:23][CH2:24][O:25][C:26]2[CH:35]=[CH:34][CH:33]=[C:28]([C:29]([O:31][CH3:32])=[O:30])[CH:27]=2)=[C:8]([NH2:15])[N:7]=1)[CH2:2][CH2:3][CH3:4], predict the reactants needed to synthesize it. The reactants are: [CH2:1]([O:5][C:6]1[N:14]=[C:13]2[C:9]([NH:10][CH:11]=[N:12]2)=[C:8]([NH2:15])[N:7]=1)[CH2:2][CH2:3][CH3:4].C(=O)([O-])[O-].[K+].[K+].Br[CH2:23][CH2:24][O:25][C:26]1[CH:27]=[C:28]([CH:33]=[CH:34][CH:35]=1)[C:29]([O:31][CH3:32])=[O:30].